This data is from Full USPTO retrosynthesis dataset with 1.9M reactions from patents (1976-2016). The task is: Predict the reactants needed to synthesize the given product. (1) Given the product [Br:1][C:2]1[CH:3]=[C:4]([C:8]2[CH:16]=[CH:15][CH:14]=[C:13]3[C:9]=2[C:10](=[CH:34][C:20]2[NH:21][C:22]([CH3:33])=[C:23]([C:24]([N:26]4[CH2:27][CH2:28][N:29]([CH3:32])[CH2:30][CH2:31]4)=[O:25])[C:19]=2[CH3:18])[C:11](=[O:17])[NH:12]3)[CH:5]=[CH:6][CH:7]=1, predict the reactants needed to synthesize it. The reactants are: [Br:1][C:2]1[CH:3]=[C:4]([C:8]2[CH:16]=[CH:15][CH:14]=[C:13]3[C:9]=2[CH2:10][C:11](=[O:17])[NH:12]3)[CH:5]=[CH:6][CH:7]=1.[CH3:18][C:19]1[C:23]([C:24]([N:26]2[CH2:31][CH2:30][N:29]([CH3:32])[CH2:28][CH2:27]2)=[O:25])=[C:22]([CH3:33])[NH:21][C:20]=1[CH:34]=O. (2) The reactants are: [CH3:1][O:2][C:3]1[CH:12]=[C:11]2[C:6]([C:7]([O:13][CH2:14][C:15]3[N:19]4[N:20]=[C:21]([C:24]5[S:28][C:27]([C:29](Cl)=[O:30])=[C:26]([CH3:32])[CH:25]=5)[CH:22]=[CH:23][C:18]4=[N:17][N:16]=3)=[CH:8][CH:9]=[N:10]2)=[CH:5][CH:4]=1.[NH:33]1[CH2:38][CH2:37][O:36][CH2:35][CH2:34]1. Given the product [CH3:1][O:2][C:3]1[CH:12]=[C:11]2[C:6]([C:7]([O:13][CH2:14][C:15]3[N:19]4[N:20]=[C:21]([C:24]5[S:28][C:27]([C:29]([N:33]6[CH2:38][CH2:37][O:36][CH2:35][CH2:34]6)=[O:30])=[C:26]([CH3:32])[CH:25]=5)[CH:22]=[CH:23][C:18]4=[N:17][N:16]=3)=[CH:8][CH:9]=[N:10]2)=[CH:5][CH:4]=1, predict the reactants needed to synthesize it. (3) Given the product [CH2:9]([N:8]([CH2:1][C:2]1[CH:7]=[CH:6][CH:5]=[CH:4][CH:3]=1)[C:24]1[CH:32]=[CH:31][CH:30]=[CH:29][C:25]=1[C:26]([OH:28])=[O:27])[C:10]1[CH:15]=[CH:14][CH:13]=[CH:12][CH:11]=1, predict the reactants needed to synthesize it. The reactants are: [CH2:1]([NH:8][CH2:9][C:10]1[CH:15]=[CH:14][CH:13]=[CH:12][CH:11]=1)[C:2]1[CH:7]=[CH:6][CH:5]=[CH:4][CH:3]=1.[Li]CCCC.N#N.F[C:24]1[CH:32]=[CH:31][CH:30]=[CH:29][C:25]=1[C:26]([OH:28])=[O:27]. (4) Given the product [CH2:1]([NH:8][C:9](=[O:28])[C@@H:10]([CH2:19][O:20][CH2:21][C:22]1[CH:27]=[CH:26][CH:25]=[CH:24][CH:23]=1)[NH2:11])[C:2]1[CH:3]=[CH:4][CH:5]=[CH:6][CH:7]=1, predict the reactants needed to synthesize it. The reactants are: [CH2:1]([NH:8][C:9](=[O:28])[C@@H:10]([CH2:19][O:20][CH2:21][C:22]1[CH:27]=[CH:26][CH:25]=[CH:24][CH:23]=1)[NH:11]C(OC(C)(C)C)=O)[C:2]1[CH:7]=[CH:6][CH:5]=[CH:4][CH:3]=1.FC(F)(F)C(O)=O.